From a dataset of Reaction yield outcomes from USPTO patents with 853,638 reactions. Predict the reaction yield, written as a fraction of the theoretical maximum amount of product (1.0 means a 100% yield; for example, 0.34 means a 34% yield). (1) The reactants are [Cl:1][C:2]1[C:3]([CH3:18])=[N:4][N:5]2[C:10](O)=[C:9]([CH2:12][C:13]([O:15][CH3:16])=[O:14])[C:8]([CH3:17])=[N:7][C:6]=12.O=P(Cl)(Cl)[Cl:21]. No catalyst specified. The product is [Cl:1][C:2]1[C:3]([CH3:18])=[N:4][N:5]2[C:10]([Cl:21])=[C:9]([CH2:12][C:13]([O:15][CH3:16])=[O:14])[C:8]([CH3:17])=[N:7][C:6]=12. The yield is 0.590. (2) The reactants are [Br:1][C:2]1[N:3]([C:8]2[C:17]3[C:12](=[CH:13][CH:14]=[CH:15][CH:16]=3)[C:11]([CH:18]3[CH2:20][CH2:19]3)=[CH:10][CH:9]=2)[C:4]([SH:7])=[N:5][N:6]=1.Br[C:22]([CH3:29])([CH3:28])[C:23]([O:25][CH2:26][CH3:27])=[O:24].C(N(C(C)C)CC)(C)C. The catalyst is CN(C=O)C. The product is [Br:1][C:2]1[N:3]([C:8]2[C:17]3[C:12](=[CH:13][CH:14]=[CH:15][CH:16]=3)[C:11]([CH:18]3[CH2:20][CH2:19]3)=[CH:10][CH:9]=2)[C:4]([S:7][C:22]([CH3:29])([CH3:28])[C:23]([O:25][CH2:26][CH3:27])=[O:24])=[N:5][N:6]=1. The yield is 0.910.